Dataset: Reaction yield outcomes from USPTO patents with 853,638 reactions. Task: Predict the reaction yield, written as a fraction of the theoretical maximum amount of product (1.0 means a 100% yield; for example, 0.34 means a 34% yield). (1) The reactants are [CH3:1][O:2][C:3]1[CH:8]=[CH:7][C:6]([C:9]2C(=O)[C:12](=[O:15])[C:11]3([CH2:20][CH2:19][CH2:18][CH2:17][CH2:16]3)[N:10]=2)=[CH:5][CH:4]=1.[NH2:21][C@H:22]([CH2:26][OH:27])[CH:23]([CH3:25])[CH3:24].C(OCC)(=[O:30])C. No catalyst specified. The product is [CH3:1][O:2][C:3]1[CH:4]=[CH:5][C:6]([C:9]([NH:10][C:11]2([C:12]([NH:21][C@H:22]([CH2:26][OH:27])[CH:23]([CH3:25])[CH3:24])=[O:15])[CH2:16][CH2:17][CH2:18][CH2:19][CH2:20]2)=[O:30])=[CH:7][CH:8]=1. The yield is 0.667. (2) The reactants are [S:1]1[C:5]2([CH2:10][CH2:9][S:8][CH2:7][CH2:6]2)[CH2:4][N:3]=[C:2]1[C:11]1[NH:12][C:13]2[C:18]([CH:19]=1)=[CH:17][C:16]([O:20][CH2:21][CH2:22][O:23][CH3:24])=[CH:15][C:14]=2[N:25]([CH3:35])[S:26]([C:29]1[CH:34]=[CH:33][CH:32]=[CH:31][N:30]=1)(=[O:28])=[O:27].[OH:36]OS([O-])=O.[K+].S([O-])([O-])=O.[Na+].[Na+]. The catalyst is CO.O.ClCCl. The product is [CH3:24][O:23][CH2:22][CH2:21][O:20][C:16]1[CH:17]=[C:18]2[C:13](=[C:14]([N:25]([CH3:35])[S:26]([C:29]3[CH:34]=[CH:33][CH:32]=[CH:31][N:30]=3)(=[O:27])=[O:28])[CH:15]=1)[NH:12][C:11]([C:2]1[S:1][C:5]3([CH2:6][CH2:7][S:8](=[O:36])[CH2:9][CH2:10]3)[CH2:4][N:3]=1)=[CH:19]2. The yield is 0.200. (3) The reactants are [CH3:1][O:2][C:3](=[O:26])[C@H:4]([NH:15][C:16]([O:18][CH2:19][C:20]1[CH:25]=[CH:24][CH:23]=[CH:22][CH:21]=1)=[O:17])[CH2:5][C:6]1[CH:7]=[C:8]2[C:12](=[CH:13][CH:14]=1)[NH:11][CH:10]=[CH:9]2.C([OH:31])(C)(C)C. The catalyst is [Zn]. The product is [CH3:1][O:2][C:3](=[O:26])[C@H:4]([NH:15][C:16]([O:18][CH2:19][C:20]1[CH:25]=[CH:24][CH:23]=[CH:22][CH:21]=1)=[O:17])[CH2:5][C:6]1[CH:7]=[C:8]2[C:12](=[CH:13][CH:14]=1)[NH:11][C:10](=[O:31])[CH2:9]2. The yield is 0.410.